Dataset: Forward reaction prediction with 1.9M reactions from USPTO patents (1976-2016). Task: Predict the product of the given reaction. (1) The product is: [OH:8][C:9]1[CH:10]=[C:11]([CH:18]=[CH:19][CH:20]=1)[C:12]([N:14]([O:16][CH3:17])[CH3:15])=[O:13]. Given the reactants C([O:8][C:9]1[CH:10]=[C:11]([CH:18]=[CH:19][CH:20]=1)[C:12]([N:14]([O:16][CH3:17])[CH3:15])=[O:13])C1C=CC=CC=1, predict the reaction product. (2) Given the reactants C(O[C:9]1([C:17]2C(O)=C[CH:20]=[C:21]([S:24]([C:27]3[CH:32]=[CH:31][C:30]([O:33][CH3:34])=[CH:29][CH:28]=3)(=[O:26])=[O:25])[C:22]=2[F:23])[CH:14]=[CH:13][C:12]([F:15])=[CH:11][CH:10]1O)C1C=CC=CC=1.[C:36]([OH:39])(=O)[CH3:37], predict the reaction product. The product is: [F:23][C:22]1[CH:17]=[C:9]([C:14]2[C:36]([OH:39])=[CH:37][CH:11]=[C:12]([F:15])[CH:13]=2)[CH:10]=[CH:20][C:21]=1[S:24]([C:27]1[CH:32]=[CH:31][C:30]([O:33][CH3:34])=[CH:29][CH:28]=1)(=[O:25])=[O:26]. (3) Given the reactants [CH3:1][C:2]1[CH:10]=[C:9]([C:11]2[CH2:15][C:14]([C:26]([F:29])([F:28])[F:27])([C:16]3[CH:21]=[CH:20][CH:19]=[C:18]([C:22]([F:25])([F:24])[F:23])[CH:17]=3)[O:13][N:12]=2)[CH:8]=[CH:7][C:3]=1[CH:4]=[N:5][OH:6].ClN1C(=O)CCC1=O.[N:38]1[CH:43]=[CH:42][CH:41]=[CH:40][C:39]=1[CH2:44][NH2:45].C(N(CC)CC)C, predict the reaction product. The product is: [OH:6][NH:5][C:4](=[N:45][CH2:44][C:39]1[CH:40]=[CH:41][CH:42]=[CH:43][N:38]=1)[C:3]1[CH:7]=[CH:8][C:9]([C:11]2[CH2:15][C:14]([C:26]([F:29])([F:27])[F:28])([C:16]3[CH:21]=[CH:20][CH:19]=[C:18]([C:22]([F:24])([F:25])[F:23])[CH:17]=3)[O:13][N:12]=2)=[CH:10][C:2]=1[CH3:1]. (4) Given the reactants [CH:1]([C:4]1[N:8]2[N:9]=[C:10]([CH:13]=[N:14][CH3:15])[CH:11]=[CH:12][C:7]2=[N:6][N:5]=1)([CH3:3])[CH3:2].[F:16][C:17]1[CH:22]=[C:21]([F:23])[CH:20]=[CH:19][C:18]=1[CH:24]([N+:35]#[C-:36])S(C1C=CC(C)=CC=1)(=O)=O.C([O-])([O-])=O.[K+].[K+], predict the reaction product. The product is: [F:16][C:17]1[CH:22]=[C:21]([F:23])[CH:20]=[CH:19][C:18]=1[C:24]1[N:35]=[CH:36][N:14]([CH3:15])[C:13]=1[C:10]1[CH:11]=[CH:12][C:7]2[N:8]([C:4]([CH:1]([CH3:2])[CH3:3])=[N:5][N:6]=2)[N:9]=1. (5) Given the reactants Cl.[CH:2]12[NH:11][CH:7]([CH2:8][CH2:9][CH2:10]1)[CH2:6][CH2:5][CH2:4][CH2:3]2.C(N(CC)CC)C.[CH3:19][S:20](Cl)=[O:21], predict the reaction product. The product is: [CH3:19][S:20]([N:11]1[CH:7]2[CH2:8][CH2:9][CH2:10][CH:2]1[CH2:3][CH2:4][CH2:5][CH2:6]2)=[O:21]. (6) Given the reactants [C:1](OC(OCC)OCC)(=O)C.[CH3:12][CH:13]([CH3:27])[CH2:14][NH:15][C:16]1[C:25]2[C:20](=[CH:21][CH:22]=[CH:23][N:24]=2)[N:19]=[CH:18][C:17]=1[NH2:26], predict the reaction product. The product is: [CH3:12][CH:13]([CH3:27])[CH2:14][N:15]1[C:16]2[C:25]3[N:24]=[CH:23][CH:22]=[CH:21][C:20]=3[N:19]=[CH:18][C:17]=2[N:26]=[CH:1]1. (7) Given the reactants [CH:1]1([CH2:4][N:5]2[CH2:14][CH2:13][C:12]3[C:7](=[CH:8][CH:9]=[CH:10][C:11]=3[NH2:15])[CH2:6]2)[CH2:3][CH2:2]1.O.[C:17]([OH:21])(=[O:20])[CH:18]=O.[BH3-]C#N.[Na+].O, predict the reaction product. The product is: [CH:1]1([CH2:4][N:5]2[CH2:14][CH2:13][C:12]3[C:7](=[CH:8][CH:9]=[CH:10][C:11]=3[NH:15][CH2:18][C:17]([OH:21])=[O:20])[CH2:6]2)[CH2:2][CH2:3]1. (8) The product is: [C:34]([N:2]1[CH2:3][CH:4]2[CH2:23][CH2:24][CH:1]1[CH:6]=[C:5]2[C:7]1[N:12]=[C:11]2[N:13]([CH3:22])[C:14](=[O:21])[N:15]([CH2:16][C:17]([CH3:19])([CH3:20])[CH3:18])[C:10]2=[CH:9][CH:8]=1)(=[O:36])[CH3:35]. Given the reactants [CH:1]12[CH2:24][CH2:23][CH:4]([C:5]([C:7]3[N:12]=[C:11]4[N:13]([CH3:22])[C:14](=[O:21])[N:15]([CH2:16][C:17]([CH3:20])([CH3:19])[CH3:18])[C:10]4=[CH:9][CH:8]=3)=[CH:6]1)[CH2:3][NH:2]2.CCN(C(C)C)C(C)C.[C:34](Cl)(=[O:36])[CH3:35], predict the reaction product. (9) Given the reactants [C:1]([O:5][C:6](=[O:14])[NH:7][C@H:8]1[CH2:12][CH2:11][NH:10][C:9]1=[O:13])([CH3:4])([CH3:3])[CH3:2].Br[CH2:16][C:17]1[CH:18]=[C:19]2[C:24](=[CH:25][CH:26]=1)[N:23]=[C:22]([Cl:27])[CH:21]=[CH:20]2, predict the reaction product. The product is: [C:1]([O:5][C:6](=[O:14])[NH:7][C@H:8]1[CH2:12][CH2:11][N:10]([CH2:16][C:17]2[CH:18]=[C:19]3[C:24](=[CH:25][CH:26]=2)[N:23]=[C:22]([Cl:27])[CH:21]=[CH:20]3)[C:9]1=[O:13])([CH3:4])([CH3:2])[CH3:3]. (10) Given the reactants FC(F)(F)C([N:5]1[CH2:11][CH:10]([CH3:12])[C:9]2[CH:13]=[C:14]([Br:21])[C:15]([O:17][CH2:18][CH:19]=[CH2:20])=[CH:16][C:8]=2[CH2:7][CH:6]1[CH3:22])=O.[OH-].[Na+], predict the reaction product. The product is: [CH2:18]([O:17][C:15]1[C:14]([Br:21])=[CH:13][C:9]2[CH:10]([CH3:12])[CH2:11][NH:5][CH:6]([CH3:22])[CH2:7][C:8]=2[CH:16]=1)[CH:19]=[CH2:20].